Dataset: Full USPTO retrosynthesis dataset with 1.9M reactions from patents (1976-2016). Task: Predict the reactants needed to synthesize the given product. (1) Given the product [NH2:9][C:10]1[C:2]([Cl:1])=[C:3]([O:13][CH3:14])[CH:4]=[CH:5][C:6]=1[C:7]([OH:12])=[O:15], predict the reactants needed to synthesize it. The reactants are: [Cl:1][C:2]1[C:3]([O:13][CH3:14])=[CH:4][CH:5]=[C:6]2[C:10]=1[NH:9]C(=O)[C:7]2=[O:12].[OH-:15].[Na+].[Na+].[Cl-].OO. (2) Given the product [CH2:1]([O:3][C:4](=[O:18])[CH:5]([C:9]1[C:14]([F:15])=[CH:13][C:12]([O:16][C:24]2[CH:25]=[CH:26][C:21]([O:20][CH3:19])=[CH:22][CH:23]=2)=[CH:11][C:10]=1[F:17])[O:6][CH2:7][CH3:8])[CH3:2], predict the reactants needed to synthesize it. The reactants are: [CH2:1]([O:3][C:4](=[O:18])[CH:5]([C:9]1[C:14]([F:15])=[CH:13][C:12]([OH:16])=[CH:11][C:10]=1[F:17])[O:6][CH2:7][CH3:8])[CH3:2].[CH3:19][O:20][C:21]1[CH:26]=[CH:25][C:24](B(O)O)=[CH:23][CH:22]=1.N1C=CC=CC=1.